Task: Predict which catalyst facilitates the given reaction.. Dataset: Catalyst prediction with 721,799 reactions and 888 catalyst types from USPTO Reactant: [NH2:1][C:2]1[CH:3]=[C:4]2[C:8](=[CH:9][C:10]=1[NH2:11])[N:7]([CH2:12][CH2:13][S:14][CH2:15][CH3:16])[C:6](=[O:17])[C:5]2([CH3:19])[CH3:18].CS[C:22](SC)=[N:23][C:24](=[O:31])[C:25]1[CH:30]=[CH:29][CH:28]=[CH:27][CH:26]=1. Product: [CH2:15]([S:14][CH2:13][CH2:12][N:7]1[C:8]2[CH:9]=[C:10]3[NH:11][C:22]([NH:23][C:24](=[O:31])[C:25]4[CH:30]=[CH:29][CH:28]=[CH:27][CH:26]=4)=[N:1][C:2]3=[CH:3][C:4]=2[C:5]([CH3:18])([CH3:19])[C:6]1=[O:17])[CH3:16]. The catalyst class is: 9.